This data is from Peptide-MHC class I binding affinity with 185,985 pairs from IEDB/IMGT. The task is: Regression. Given a peptide amino acid sequence and an MHC pseudo amino acid sequence, predict their binding affinity value. This is MHC class I binding data. (1) The peptide sequence is VLMGGVPGV. The MHC is HLA-A69:01 with pseudo-sequence HLA-A69:01. The binding affinity (normalized) is 0.715. (2) The peptide sequence is VESWEEIPYL. The MHC is HLA-B40:01 with pseudo-sequence HLA-B40:01. The binding affinity (normalized) is 0.633. (3) The MHC is HLA-A02:03 with pseudo-sequence HLA-A02:03. The peptide sequence is DLSDQIAEL. The binding affinity (normalized) is 0.262. (4) The peptide sequence is KAVHADMGY. The MHC is HLA-B35:01 with pseudo-sequence HLA-B35:01. The binding affinity (normalized) is 0.472. (5) The peptide sequence is LPQTRWQAV. The MHC is HLA-A03:01 with pseudo-sequence HLA-A03:01. The binding affinity (normalized) is 0.0847. (6) The peptide sequence is YPLHEQHGM. The MHC is HLA-B40:01 with pseudo-sequence HLA-B40:01. The binding affinity (normalized) is 0.0847. (7) The peptide sequence is MMQVWIQPL. The MHC is HLA-A69:01 with pseudo-sequence HLA-A69:01. The binding affinity (normalized) is 0.490. (8) The peptide sequence is FRDYVDRFYK. The MHC is HLA-B40:01 with pseudo-sequence HLA-B40:01. The binding affinity (normalized) is 0.